From a dataset of CYP2C9 inhibition data for predicting drug metabolism from PubChem BioAssay. Regression/Classification. Given a drug SMILES string, predict its absorption, distribution, metabolism, or excretion properties. Task type varies by dataset: regression for continuous measurements (e.g., permeability, clearance, half-life) or binary classification for categorical outcomes (e.g., BBB penetration, CYP inhibition). Dataset: cyp2c9_veith. The drug is Oc1cc(O)c2c(c1)O[C@H](c1ccc(O)c(O)c1)[C@@H](O)[C@@H]2c1c(O)cc(O)c2c1O[C@@H](c1ccc(O)c(O)c1)[C@H](O)C2. The result is 0 (non-inhibitor).